This data is from Catalyst prediction with 721,799 reactions and 888 catalyst types from USPTO. The task is: Predict which catalyst facilitates the given reaction. (1) Reactant: [NH2:1][C:2]1[C:7]([C:8]#[N:9])=[C:6]([CH:10]2[CH2:15][CH2:14][CH2:13][N:12](C(OC(C)(C)C)=O)[CH2:11]2)[CH:5]=[C:4]([C:23]2[CH:28]=[CH:27][CH:26]=[CH:25][C:24]=2[OH:29])[N:3]=1.[ClH:30]. Product: [ClH:30].[NH2:1][C:2]1[N:3]=[C:4]([C:23]2[CH:28]=[CH:27][CH:26]=[CH:25][C:24]=2[OH:29])[CH:5]=[C:6]([CH:10]2[CH2:15][CH2:14][CH2:13][NH:12][CH2:11]2)[C:7]=1[C:8]#[N:9]. The catalyst class is: 12. (2) Reactant: [Si]([O:8][C:9]1[CH:10]=[CH:11][C:12]([CH3:15])=[N:13][CH:14]=1)(C(C)(C)C)(C)C.[Li+].CC([N-]C(C)C)C.[CH2:24]([O:31][C:32]1[CH:33]=[C:34]([CH:37]=[C:38]([O:40][CH2:41][C:42]2[CH:47]=[CH:46][CH:45]=[CH:44][CH:43]=2)[CH:39]=1)[CH:35]=[O:36])[C:25]1[CH:30]=[CH:29][CH:28]=[CH:27][CH:26]=1.Cl.N. Product: [CH2:41]([O:40][C:38]1[CH:37]=[C:34]([CH:35]([OH:36])[CH2:15][C:12]2[N:13]=[CH:14][C:9]([OH:8])=[CH:10][CH:11]=2)[CH:33]=[C:32]([O:31][CH2:24][C:25]2[CH:30]=[CH:29][CH:28]=[CH:27][CH:26]=2)[CH:39]=1)[C:42]1[CH:43]=[CH:44][CH:45]=[CH:46][CH:47]=1. The catalyst class is: 20. (3) Reactant: [N:1]1[CH:6]=[CH:5][CH:4]=[CH:3][C:2]=1[C:7]1[CH2:8][CH2:9][N:10]([C:13]([O:15][C:16]([CH3:19])([CH3:18])[CH3:17])=[O:14])[CH2:11][CH:12]=1.[I-].[Na+].C[Si](C)(C)[C:24](F)([F:26])[F:25]. Product: [F:25][C:24]1([F:26])[CH:8]2[C:7]1([C:2]1[CH:3]=[CH:4][CH:5]=[CH:6][N:1]=1)[CH2:12][CH2:11][N:10]([C:13]([O:15][C:16]([CH3:19])([CH3:18])[CH3:17])=[O:14])[CH2:9]2. The catalyst class is: 1. (4) Reactant: [Cl:1][C:2]1[CH:23]=[CH:22][CH:21]=[C:20]([C:24]([F:27])([F:26])[F:25])[C:3]=1[C:4]([N:6]1[C:14]2[C:9](=[CH:10][CH:11]=[C:12]([C:15]([NH:17][NH2:18])=[O:16])[CH:13]=2)[C:8]([I:19])=[N:7]1)=[O:5].C1N=CN([C:33](N2C=NC=C2)=[O:34])C=1.CCN(CC)CC. Product: [Cl:1][C:2]1[CH:23]=[CH:22][CH:21]=[C:20]([C:24]([F:26])([F:27])[F:25])[C:3]=1[C:4]([N:6]1[C:14]2[C:9](=[CH:10][CH:11]=[C:12]([C:15]3[O:16][C:33](=[O:34])[NH:18][N:17]=3)[CH:13]=2)[C:8]([I:19])=[N:7]1)=[O:5]. The catalyst class is: 20. (5) Reactant: [NH2:1][C:2]1[CH:6]=[CH:5][S:4][C:3]=1[C:7]([O:9][CH3:10])=[O:8].Cl.[N:12]([O-])=O.[Na+].C([O-])([O-])=O.[K+].[K+].[CH3:22][NH:23][CH3:24]. Product: [CH3:22][N:23]([N:12]=[N:1][C:2]1[CH:6]=[CH:5][S:4][C:3]=1[C:7]([O:9][CH3:10])=[O:8])[CH3:24]. The catalyst class is: 6. (6) Reactant: [CH2:1]([C:3]1[CH:8]=[CH:7][N:6]=[C:5]([CH2:9][O:10][C:11]2[C:12]([C:18]3[CH:35]=[CH:34][C:21]4[CH2:22][CH2:23][N:24](C(OC(C)(C)C)=O)[CH2:25][CH2:26][C:20]=4[CH:19]=3)=[N:13][C:14]([CH3:17])=[CH:15][CH:16]=2)[CH:4]=1)[CH3:2].Cl. Product: [CH2:1]([C:3]1[CH:8]=[CH:7][N:6]=[C:5]([CH2:9][O:10][C:11]2[C:12]([C:18]3[CH:35]=[CH:34][C:21]4[CH2:22][CH2:23][NH:24][CH2:25][CH2:26][C:20]=4[CH:19]=3)=[N:13][C:14]([CH3:17])=[CH:15][CH:16]=2)[CH:4]=1)[CH3:2]. The catalyst class is: 12. (7) Reactant: O.[NH2:2][NH2:3].[Br:4][C:5]1[N:9]([CH2:10][C:11]#[C:12][CH3:13])[C:8]([C:14]([O:16]C)=O)=[C:7]([CH:18]=O)[N:6]=1.C(O)(=O)C. Product: [Br:4][C:5]1[N:9]([CH2:10][C:11]#[C:12][CH3:13])[C:8]2[C:14](=[O:16])[NH:3][N:2]=[CH:18][C:7]=2[N:6]=1. The catalyst class is: 8.